This data is from NCI-60 drug combinations with 297,098 pairs across 59 cell lines. The task is: Regression. Given two drug SMILES strings and cell line genomic features, predict the synergy score measuring deviation from expected non-interaction effect. (1) Drug 1: C1=CN(C(=O)N=C1N)C2C(C(C(O2)CO)O)O.Cl. Drug 2: CCC1=C2CN3C(=CC4=C(C3=O)COC(=O)C4(CC)O)C2=NC5=C1C=C(C=C5)O. Cell line: OVCAR3. Synergy scores: CSS=20.2, Synergy_ZIP=-0.316, Synergy_Bliss=1.13, Synergy_Loewe=-1.24, Synergy_HSA=1.99. (2) Drug 1: CNC(=O)C1=NC=CC(=C1)OC2=CC=C(C=C2)NC(=O)NC3=CC(=C(C=C3)Cl)C(F)(F)F. Drug 2: CN(C(=O)NC(C=O)C(C(C(CO)O)O)O)N=O. Cell line: RPMI-8226. Synergy scores: CSS=6.88, Synergy_ZIP=0.715, Synergy_Bliss=3.31, Synergy_Loewe=5.75, Synergy_HSA=3.87. (3) Drug 1: CC1C(C(CC(O1)OC2CC(CC3=C2C(=C4C(=C3O)C(=O)C5=C(C4=O)C(=CC=C5)OC)O)(C(=O)CO)O)N)O.Cl. Drug 2: C(CN)CNCCSP(=O)(O)O. Cell line: U251. Synergy scores: CSS=-3.40, Synergy_ZIP=3.82, Synergy_Bliss=1.71, Synergy_Loewe=-1.18, Synergy_HSA=-4.13. (4) Drug 1: CC1=C2C(C(=O)C3(C(CC4C(C3C(C(C2(C)C)(CC1OC(=O)C(C(C5=CC=CC=C5)NC(=O)OC(C)(C)C)O)O)OC(=O)C6=CC=CC=C6)(CO4)OC(=O)C)OC)C)OC. Drug 2: CC(C1=C(C=CC(=C1Cl)F)Cl)OC2=C(N=CC(=C2)C3=CN(N=C3)C4CCNCC4)N. Cell line: CCRF-CEM. Synergy scores: CSS=71.1, Synergy_ZIP=3.03, Synergy_Bliss=3.01, Synergy_Loewe=-3.85, Synergy_HSA=3.39. (5) Cell line: DU-145. Drug 2: CCCCCOC(=O)NC1=NC(=O)N(C=C1F)C2C(C(C(O2)C)O)O. Drug 1: C1=C(C(=O)NC(=O)N1)N(CCCl)CCCl. Synergy scores: CSS=33.9, Synergy_ZIP=2.67, Synergy_Bliss=4.71, Synergy_Loewe=-7.60, Synergy_HSA=3.56. (6) Drug 1: C1=NC2=C(N=C(N=C2N1C3C(C(C(O3)CO)O)F)Cl)N. Drug 2: C1CCC(C(C1)N)N.C(=O)(C(=O)[O-])[O-].[Pt+4]. Cell line: MDA-MB-435. Synergy scores: CSS=23.3, Synergy_ZIP=-7.82, Synergy_Bliss=0.598, Synergy_Loewe=-6.36, Synergy_HSA=0.257. (7) Drug 1: CC1OCC2C(O1)C(C(C(O2)OC3C4COC(=O)C4C(C5=CC6=C(C=C35)OCO6)C7=CC(=C(C(=C7)OC)O)OC)O)O. Drug 2: CC1=CC=C(C=C1)C2=CC(=NN2C3=CC=C(C=C3)S(=O)(=O)N)C(F)(F)F. Cell line: PC-3. Synergy scores: CSS=27.2, Synergy_ZIP=-4.10, Synergy_Bliss=2.08, Synergy_Loewe=4.41, Synergy_HSA=4.70.